This data is from Catalyst prediction with 721,799 reactions and 888 catalyst types from USPTO. The task is: Predict which catalyst facilitates the given reaction. (1) Reactant: [NH2:1][CH:2]([C:4]1[CH:9]=[CH:8][C:7]([NH:10][S:11]([CH3:14])(=[O:13])=[O:12])=[C:6]([C:15]#[C:16][C:17]2[CH:22]=[CH:21][CH:20]=[CH:19][CH:18]=2)[CH:5]=1)[CH3:3].[C:23]([C:27]1[CH:32]=[CH:31][C:30]([N:33]=[C:34]=[O:35])=[CH:29][CH:28]=1)([CH3:26])([CH3:25])[CH3:24]. Product: [C:23]([C:27]1[CH:32]=[CH:31][C:30]([NH:33][C:34](=[O:35])[NH:1][CH:2]([C:4]2[CH:9]=[CH:8][C:7]([NH:10][S:11]([CH3:14])(=[O:13])=[O:12])=[C:6]([C:15]#[C:16][C:17]3[CH:18]=[CH:19][CH:20]=[CH:21][CH:22]=3)[CH:5]=2)[CH3:3])=[CH:29][CH:28]=1)([CH3:26])([CH3:24])[CH3:25]. The catalyst class is: 2. (2) Reactant: [NH2:1][C:2]1[N:10]=[C:9]2[C:5]([NH:6][C:7](=[O:17])[N:8]2[CH:11]2[CH2:16][CH2:15][O:14][CH2:13][CH2:12]2)=[C:4]([Cl:18])[N:3]=1.C(=O)([O-])[O-].[Cs+].[Cs+].C1C=CC(P(C2C(C3C(P(C4C=CC=CC=4)C4C=CC=CC=4)=CC=C4C=3C=CC=C4)=C3C(C=CC=C3)=CC=2)C2C=CC=CC=2)=CC=1.Br[C:72]1[CH:77]=[C:76]([F:78])[CH:75]=[CH:74][C:73]=1[N+:79]([O-:81])=[O:80].CCN(C(C)C)C(C)C. Product: [Cl:18][C:4]1[N:3]=[C:2]([NH:1][C:72]2[CH:77]=[C:76]([F:78])[CH:75]=[CH:74][C:73]=2[N+:79]([O-:81])=[O:80])[N:10]=[C:9]2[C:5]=1[NH:6][C:7](=[O:17])[N:8]2[CH:11]1[CH2:12][CH2:13][O:14][CH2:15][CH2:16]1. The catalyst class is: 222.